Dataset: NCI-60 drug combinations with 297,098 pairs across 59 cell lines. Task: Regression. Given two drug SMILES strings and cell line genomic features, predict the synergy score measuring deviation from expected non-interaction effect. (1) Drug 1: C1=CC(=CC=C1CCC2=CNC3=C2C(=O)NC(=N3)N)C(=O)NC(CCC(=O)O)C(=O)O. Synergy scores: CSS=12.7, Synergy_ZIP=-6.59, Synergy_Bliss=-3.08, Synergy_Loewe=-19.4, Synergy_HSA=-3.60. Drug 2: C1CNP(=O)(OC1)N(CCCl)CCCl. Cell line: DU-145. (2) Drug 2: C1=CN(C=N1)CC(O)(P(=O)(O)O)P(=O)(O)O. Drug 1: C1CCN(CC1)CCOC2=CC=C(C=C2)C(=O)C3=C(SC4=C3C=CC(=C4)O)C5=CC=C(C=C5)O. Synergy scores: CSS=4.22, Synergy_ZIP=1.12, Synergy_Bliss=3.23, Synergy_Loewe=2.80, Synergy_HSA=2.61. Cell line: EKVX.